This data is from Reaction yield outcomes from USPTO patents with 853,638 reactions. The task is: Predict the reaction yield, written as a fraction of the theoretical maximum amount of product (1.0 means a 100% yield; for example, 0.34 means a 34% yield). (1) The yield is 0.250. The reactants are O[CH2:2][CH2:3][C@H:4]1[C:17](=[O:18])[N:16]([CH2:19][C:20]([CH3:23])([CH3:22])[CH3:21])[CH2:15][C:7]2[C:8]3[CH:9]=[N:10][NH:11][C:12]=3[CH:13]=[CH:14][C:6]=2[CH2:5]1.S(Cl)(Cl)=O.C(=O)([O-])[O-].[K+].[K+].[NH:34]1[CH2:39][CH2:38][CH:37]([N:40]2[CH2:49][C:48]3[C:43](=[CH:44][CH:45]=[CH:46][CH:47]=3)[NH:42][C:41]2=[O:50])[CH2:36][CH2:35]1. The product is [CH2:19]([N:16]1[C:17](=[O:18])[C@H:4]([CH2:3][CH2:2][N:34]2[CH2:35][CH2:36][CH:37]([N:40]3[CH2:49][C:48]4[C:43](=[CH:44][CH:45]=[CH:46][CH:47]=4)[NH:42][C:41]3=[O:50])[CH2:38][CH2:39]2)[CH2:5][C:6]2[CH:14]=[CH:13][C:12]3[NH:11][N:10]=[CH:9][C:8]=3[C:7]=2[CH2:15]1)[C:20]([CH3:23])([CH3:22])[CH3:21]. The catalyst is ClCCl. (2) The reactants are [F:1][C:2]1[CH:3]=[C:4](I)[CH:5]=[C:6]2[C:11]=1[N:10]([CH2:12][CH2:13][O:14][Si:15]([C:18]([CH3:21])([CH3:20])[CH3:19])([CH3:17])[CH3:16])[CH:9]=[C:8]([C:22]([O:24][CH2:25][CH3:26])=[O:23])[C:7]2=[O:27].[Cl-].[Cl:30][C:31]1[C:38]([Cl:39])=[CH:37][CH:36]=[CH:35][C:32]=1[CH2:33][Zn+].[Cl-].[NH4+].C(OCC)(=O)C. The catalyst is C1COCC1.C1C=CC(/C=C/C(/C=C/C2C=CC=CC=2)=O)=CC=1.C1C=CC(/C=C/C(/C=C/C2C=CC=CC=2)=O)=CC=1.[Pd].O1C=CC=C1P(C1OC=CC=1)C1OC=CC=1.C(Cl)(Cl)Cl. The product is [Cl:30][C:31]1[C:38]([Cl:39])=[CH:37][CH:36]=[CH:35][C:32]=1[CH2:33][C:4]1[CH:5]=[C:6]2[C:11](=[C:2]([F:1])[CH:3]=1)[N:10]([CH2:12][CH2:13][O:14][Si:15]([C:18]([CH3:21])([CH3:20])[CH3:19])([CH3:17])[CH3:16])[CH:9]=[C:8]([C:22]([O:24][CH2:25][CH3:26])=[O:23])[C:7]2=[O:27]. The yield is 0.530. (3) The reactants are CC1(C)[O:7][C@@H:6]2[C@H:8]3[O:13][C:12]([CH3:15])([CH3:14])[O:11][C@H:9]3[O:10][C@@H:5]2[CH2:4][O:3]1.O=C[C@@H]([C@H]([C@@H](CO)O)O)O. The catalyst is OS(O)(=O)=O. The product is [CH3:14][C:12]1([CH3:15])[O:11][C@@H:9]2[C@@H:8]([C@@H:6]([OH:7])[C@@H:5]([CH2:4][OH:3])[O:10]2)[O:13]1. The yield is 0.685. (4) The reactants are O[CH2:2][CH2:3][CH2:4][C@@H:5]([CH2:21][O:22]S(C1C=CC(C)=CC=1)(=O)=O)[CH2:6][C@H:7]1[CH2:11][O:10][C:9]([CH3:13])([CH3:12])[N:8]1[C:14]([O:16][C:17]([CH3:20])([CH3:19])[CH3:18])=[O:15].[H-].[Na+]. The catalyst is CN(C=O)C. The product is [CH3:13][C:9]1([CH3:12])[N:8]([C:14]([O:16][C:17]([CH3:18])([CH3:19])[CH3:20])=[O:15])[C@@H:7]([CH2:6][C@H:5]2[CH2:4][CH2:3][CH2:2][O:22][CH2:21]2)[CH2:11][O:10]1. The yield is 0.840.